From a dataset of CYP3A4 inhibition data for predicting drug metabolism from PubChem BioAssay. Regression/Classification. Given a drug SMILES string, predict its absorption, distribution, metabolism, or excretion properties. Task type varies by dataset: regression for continuous measurements (e.g., permeability, clearance, half-life) or binary classification for categorical outcomes (e.g., BBB penetration, CYP inhibition). Dataset: cyp3a4_veith. (1) The molecule is Cc1ccc(S(=O)(=O)O[C@@H]2[C@H]([C@@H]3COC(C)(C)O3)O[C@H]3OC(C)(C)O[C@@H]32)cc1. The result is 0 (non-inhibitor). (2) The compound is COc1ccccc1NC(=O)N1CCCC1C(=O)NCc1ccc2c(c1)OCO2. The result is 1 (inhibitor).